From a dataset of Forward reaction prediction with 1.9M reactions from USPTO patents (1976-2016). Predict the product of the given reaction. The product is: [CH2:1]([S:8][CH2:30][C:25]1[C:22]2[CH2:23][CH2:24][N:18]([C:16]([O:15][C:11]([CH3:13])([CH3:12])[CH3:14])=[O:17])[CH2:19][CH2:20][C:21]=2[CH:28]=[CH:27][C:26]=1[Cl:29])[C:2]1[CH:7]=[CH:6][CH:5]=[CH:4][CH:3]=1. Given the reactants [CH2:1]([SH:8])[C:2]1[CH:7]=[CH:6][CH:5]=[CH:4][CH:3]=1.[H-].[Na+].[C:11]([O:15][C:16]([N:18]1[CH2:24][CH2:23][C:22]2[C:25]([CH2:30]Cl)=[C:26]([Cl:29])[CH:27]=[CH:28][C:21]=2[CH2:20][CH2:19]1)=[O:17])([CH3:14])([CH3:13])[CH3:12].O, predict the reaction product.